This data is from Full USPTO retrosynthesis dataset with 1.9M reactions from patents (1976-2016). The task is: Predict the reactants needed to synthesize the given product. Given the product [CH:6]1[CH:7]=[N:2][CH:3]=[C:4]([CH2:8][C:9]([P:12]([OH:15])([OH:14])=[O:13])([P:12]([OH:15])([OH:14])=[O:13])[OH:11])[CH:5]=1, predict the reactants needed to synthesize it. The reactants are: Cl.[N:2]1[CH:7]=[CH:6][CH:5]=[C:4]([CH2:8][C:9]([OH:11])=O)[CH:3]=1.[P:12]([OH:15])([OH:14])[OH:13].P(Cl)(Cl)Cl.